Dataset: Full USPTO retrosynthesis dataset with 1.9M reactions from patents (1976-2016). Task: Predict the reactants needed to synthesize the given product. Given the product [OH:20][CH2:21][CH2:22][O:23][C:24]1[C:31]([CH3:32])=[CH:30][C:27]([C:28]2[N:6]([C:7]3[CH:12]=[CH:11][C:10]([CH:13]([CH3:15])[CH3:14])=[CH:9][CH:8]=3)[C:4](=[O:5])[C:3]3[C:2](=[CH:19][CH:18]=[CH:17][CH:16]=3)[N:1]=2)=[CH:26][C:25]=1[CH3:33], predict the reactants needed to synthesize it. The reactants are: [NH2:1][C:2]1[CH:19]=[CH:18][CH:17]=[CH:16][C:3]=1[C:4]([NH:6][C:7]1[CH:12]=[CH:11][C:10]([CH:13]([CH3:15])[CH3:14])=[CH:9][CH:8]=1)=[O:5].[OH:20][CH2:21][CH2:22][O:23][C:24]1[C:31]([CH3:32])=[CH:30][C:27]([CH:28]=O)=[CH:26][C:25]=1[CH3:33].